This data is from Forward reaction prediction with 1.9M reactions from USPTO patents (1976-2016). The task is: Predict the product of the given reaction. (1) Given the reactants Cl.Cl.CCOCC.Cl.Cl.[F:10][C:11]1[CH:12]=[C:13]2[C:17](=[CH:18][CH:19]=1)[NH:16][CH:15]=[C:14]2[CH2:20][CH2:21][CH:22]1[C:27]2=[C:28]3[C:33](=[CH:34][CH:35]=[C:26]2[O:25][CH2:24][CH:23]1[NH2:36])[N:32]=[CH:31][CH:30]=[CH:29]3, predict the reaction product. The product is: [F:10][C:11]1[CH:12]=[C:13]2[C:17](=[CH:18][CH:19]=1)[NH:16][CH:15]=[C:14]2[CH2:20][CH2:21][CH:22]1[C:27]2=[C:28]3[C:33](=[CH:34][CH:35]=[C:26]2[O:25][CH2:24][CH:23]1[NH2:36])[N:32]=[CH:31][CH:30]=[CH:29]3. (2) Given the reactants [CH3:1][O:2][C:3]1[CH:8]=[CH:7][C:6]([C:9]2[C:17]3[O:16][CH:15]=[CH:14][C:13]=3[C:12]([CH3:18])=[CH:11][CH:10]=2)=[CH:5][CH:4]=1.C1C(=O)N(Br)C(=[O:22])C1.OP([O-])([O-])=O.[K+].[K+], predict the reaction product. The product is: [CH3:1][O:2][C:3]1[CH:4]=[CH:5][C:6]([C:9]2[CH:10]=[CH:11][C:12]([CH:18]=[O:22])=[C:13]3[C:17]=2[O:16][CH:15]=[CH:14]3)=[CH:7][CH:8]=1. (3) The product is: [Cl:24][C:19]1[CH:20]=[CH:21][CH:22]=[CH:23][C:18]=1[C:17]([NH:16][C@H:10]1[C:9]2[C:13](=[CH:14][CH:15]=[C:7]([C:5]([OH:6])=[O:4])[CH:8]=2)[CH2:12][CH2:11]1)=[O:25]. Given the reactants [Li+].[OH-].C[O:4][C:5]([C:7]1[CH:8]=[C:9]2[C:13](=[CH:14][CH:15]=1)[CH2:12][CH2:11][C@H:10]2[NH:16][C:17](=[O:25])[C:18]1[CH:23]=[CH:22][CH:21]=[CH:20][C:19]=1[Cl:24])=[O:6], predict the reaction product. (4) Given the reactants [O:1]([C:8]1[C:13]2=[C:14]([CH3:18])[C:15]([OH:17])=[CH:16][N:12]2[N:11]=[CH:10][N:9]=1)[C:2]1[CH:7]=[CH:6][CH:5]=[CH:4][CH:3]=1.[CH3:19][S:20]([CH2:23][CH2:24][CH2:25]O)(=[O:22])=[O:21].C1C=CC(P(C2C=CC=CC=2)C2C=CC=CC=2)=CC=1.CCOC(/N=N/C(OCC)=O)=O, predict the reaction product. The product is: [CH3:19][S:20]([CH2:23][CH2:24][CH2:25][O:17][C:15]1[C:14]([CH3:18])=[C:13]2[N:12]([CH:16]=1)[N:11]=[CH:10][N:9]=[C:8]2[O:1][C:2]1[CH:3]=[CH:4][CH:5]=[CH:6][CH:7]=1)(=[O:22])=[O:21]. (5) Given the reactants [OH:1][C@@H:2]([CH3:10])[CH:3](Cl)[C:4]([O:6][CH2:7][CH3:8])=[O:5].[Na+].[I-:12], predict the reaction product. The product is: [OH:1][C@H:2]([CH2:10][I:12])[CH2:3][C:4]([O:6][CH2:7][CH3:8])=[O:5].